From a dataset of Buchwald-Hartwig C-N cross coupling reaction yields with 55,370 reactions. Predict the reaction yield, written as a fraction of the theoretical maximum amount of product (1.0 means a 100% yield; for example, 0.34 means a 34% yield). (1) The reactants are COc1ccc(Br)cc1.Cc1ccc(N)cc1.O=S(=O)(O[Pd]1c2ccccc2-c2ccccc2N~1)C(F)(F)F.CC(C)c1cc(C(C)C)c(-c2ccccc2P(C2CCCCC2)C2CCCCC2)c(C(C)C)c1.CN1CCCN2CCCN=C12.COC(=O)c1ccno1. No catalyst specified. The product is COc1ccc(Nc2ccc(C)cc2)cc1. The yield is 0.0279. (2) The reactants are Brc1cccnc1.Cc1ccc(N)cc1.O=S(=O)(O[Pd]1c2ccccc2-c2ccccc2N~1)C(F)(F)F.COc1ccc(OC)c(P([C@]23C[C@H]4C[C@H](C[C@H](C4)C2)C3)[C@]23C[C@H]4C[C@H](C[C@H](C4)C2)C3)c1-c1c(C(C)C)cc(C(C)C)cc1C(C)C.CN1CCCN2CCCN=C12.c1ccc(CN(Cc2ccccc2)c2ccno2)cc1. No catalyst specified. The product is Cc1ccc(Nc2cccnc2)cc1. The yield is 0.272. (3) The reactants are Ic1ccccn1.Cc1ccc(N)cc1.O=S(=O)(O[Pd]1c2ccccc2-c2ccccc2N~1)C(F)(F)F.COc1ccc(OC)c(P(C(C)(C)C)C(C)(C)C)c1-c1c(C(C)C)cc(C(C)C)cc1C(C)C.CCN=P(N=P(N(C)C)(N(C)C)N(C)C)(N(C)C)N(C)C.COC(=O)c1ccno1. No catalyst specified. The product is Cc1ccc(Nc2ccccn2)cc1. The yield is 0.247. (4) The reactants are FC(F)(F)c1ccc(I)cc1.Cc1ccc(N)cc1.O=S(=O)(O[Pd]1c2ccccc2-c2ccccc2N~1)C(F)(F)F.CC(C)c1cc(C(C)C)c(-c2ccccc2P(C(C)(C)C)C(C)(C)C)c(C(C)C)c1.CN1CCCN2CCCN=C12.Cc1cc(-c2ccccc2)on1. No catalyst specified. The product is Cc1ccc(Nc2ccc(C(F)(F)F)cc2)cc1. The yield is 0.423.